From a dataset of Full USPTO retrosynthesis dataset with 1.9M reactions from patents (1976-2016). Predict the reactants needed to synthesize the given product. (1) Given the product [Br:1][C:2]1[CH:7]=[CH:6][C:5]([CH2:8][O:9][C:13]2[CH:18]=[CH:17][CH:16]=[C:15]([CH3:19])[N:14]=2)=[CH:4][CH:3]=1, predict the reactants needed to synthesize it. The reactants are: [Br:1][C:2]1[CH:7]=[CH:6][C:5]([CH2:8][OH:9])=[CH:4][CH:3]=1.[H-].[Na+].F[C:13]1[CH:18]=[CH:17][CH:16]=[C:15]([CH3:19])[N:14]=1. (2) Given the product [Br:1][C:2]1[CH:3]=[C:4]([C:9]2[CH2:13][C:12]([C:18]3[CH:19]=[C:20]([Cl:25])[CH:21]=[C:22]([Cl:24])[CH:23]=3)([C:14]([F:17])([F:16])[F:15])[CH2:11][N:10]=2)[CH:5]=[CH:6][C:7]=1[F:8], predict the reactants needed to synthesize it. The reactants are: [Br:1][C:2]1[CH:3]=[C:4]([CH:9]2[CH2:13][C:12]([C:18]3[CH:23]=[C:22]([Cl:24])[CH:21]=[C:20]([Cl:25])[CH:19]=3)([C:14]([F:17])([F:16])[F:15])[CH:11]=[N:10]2)[CH:5]=[CH:6][C:7]=1[F:8].CC([O-])(C)C.[K+].O. (3) Given the product [O:37]1[C:20]2[CH:21]=[CH:22][C:17]([C:15]3[N:16]=[C:10]4[CH:9]=[C:8]([N:5]5[CH2:4][CH2:3][CH:2]([F:1])[CH2:7][CH2:6]5)[CH:13]=[CH:12][N:11]4[CH:14]=3)=[CH:18][C:19]=2[O:40][CH2:35][CH2:36]1, predict the reactants needed to synthesize it. The reactants are: [F:1][CH:2]1[CH2:7][CH2:6][N:5]([C:8]2[CH:13]=[CH:12][N:11]3[CH:14]=[C:15]([C:17]4[CH:22]=[CH:21][CH:20]=[CH:19][CH:18]=4)[N:16]=[C:10]3[CH:9]=2)[CH2:4][CH2:3]1.BrC1C=CN2C=C(C3C=C[C:36]4[O:37]CC[O:40][C:35]=4C=3)N=C2C=1.Cl.FC1CCNCC1. (4) The reactants are: C1(P(C2CCCCC2)C2C=CC=CC=2C2C(OC)=CC=CC=2OC)CCCCC1.Cl[C:31]1[CH:32]=[N:33][C:34]2[C:35](=[O:44])[NH:36][CH:37]([O:42][CH3:43])[CH:38]([F:41])[C:39]=2[CH:40]=1.[CH3:45][N:46](C=O)C. Given the product [F:41][CH:38]1[CH:37]([O:42][CH3:43])[NH:36][C:35](=[O:44])[C:34]2[N:33]=[CH:32][C:31]([C:45]#[N:46])=[CH:40][C:39]1=2, predict the reactants needed to synthesize it. (5) Given the product [C:13]([CH2:2][C:3]1[CH:8]=[C:7]([CH2:9][C:20]#[N:17])[C:6]([CH3:11])=[N:5][C:4]=1[CH3:12])#[N:14], predict the reactants needed to synthesize it. The reactants are: Cl[CH2:2][C:3]1[C:4]([CH3:12])=[N:5][C:6]([CH3:11])=[C:7]([CH2:9]Cl)[CH:8]=1.[C-:13]#[N:14].[K+].C[N:17]([CH3:20])C=O. (6) Given the product [Cl:24][C:25]1[CH:26]=[C:27]([Cl:36])[C:28]2[N:29]([CH:31]=[C:32]([CH2:34][N:11]([CH:9]3[C:10]4[N:1]=[CH:2][CH:3]=[CH:4][C:5]=4[CH2:6][CH2:7][CH2:8]3)[CH2:12][CH2:13][CH2:14][CH2:15][NH2:16])[N:33]=2)[CH:30]=1, predict the reactants needed to synthesize it. The reactants are: [N:1]1[C:10]2[CH:9]([NH:11][CH2:12][CH2:13][CH2:14][CH2:15][NH:16]C(=O)OC(C)(C)C)[CH2:8][CH2:7][CH2:6][C:5]=2[CH:4]=[CH:3][CH:2]=1.[Cl:24][C:25]1[CH:26]=[C:27]([Cl:36])[C:28]2[N:29]([CH:31]=[C:32]([CH:34]=O)[N:33]=2)[CH:30]=1. (7) Given the product [O:15]1[C:4]2[CH:3]=[CH:2][CH:1]=[CH:6][C:5]=2[CH:7]=[CH:8][NH:16]1, predict the reactants needed to synthesize it. The reactants are: [CH:1]1[CH:6]=[C:5]([CH2:7][C:8]2C(O)=CC=CC=2)[C:4]([OH:15])=[CH:3][CH:2]=1.[NH2:16]C1C=CC=CC=1.C=O. (8) Given the product [CH3:23][O:22][C:20]1[CH:19]=[C:18]([C:24]2[C:25](=[NH:26])[N:3]([CH2:1][CH3:2])[C:4]3[N:5]=[C:6]([S:12][CH3:13])[N:7]=[CH:8][C:9]=3[CH:10]=2)[CH:17]=[C:16]([O:30][CH3:27])[CH:21]=1, predict the reactants needed to synthesize it. The reactants are: [CH2:1]([NH:3][C:4]1[C:9]([CH:10]=O)=[CH:8][N:7]=[C:6]([S:12][CH3:13])[N:5]=1)[CH3:2].CO[C:16]1[CH:17]=[C:18]([CH2:24][C:25]#[N:26])[CH:19]=[C:20]([O:22][CH3:23])[CH:21]=1.[C:27]([O-:30])([O-])=O.[K+].[K+]. (9) Given the product [N:25]1([C:17]2[N:16]=[C:15]([C:12]3[CH:13]=[CH:14][C:9]([NH2:8])=[CH:10][CH:11]=3)[CH:24]=[C:23]3[C:18]=2[CH:19]=[CH:20][CH:21]=[N:22]3)[CH2:30][CH2:29][O:28][CH2:27][CH2:26]1, predict the reactants needed to synthesize it. The reactants are: C([N:8](CC1C=CC=CC=1)[C:9]1[CH:14]=[CH:13][C:12]([C:15]2[CH:24]=[C:23]3[C:18]([CH:19]=[CH:20][CH:21]=[N:22]3)=[C:17]([N:25]3[CH2:30][CH2:29][O:28][CH2:27][CH2:26]3)[N:16]=2)=[CH:11][CH:10]=1)C1C=CC=CC=1.C1CC=CCC=1.